From a dataset of Full USPTO retrosynthesis dataset with 1.9M reactions from patents (1976-2016). Predict the reactants needed to synthesize the given product. (1) Given the product [CH2:27]([N:15]1[C:14](=[O:24])[C:13]2([CH2:12][CH2:11][N:10]([CH2:41][C:40]3[N:39]([CH3:43])[N:38]([C:44]4[CH:45]=[CH:46][CH:47]=[CH:48][CH:49]=4)[C:37](=[O:50])[C:36]=3[Br:35])[CH2:26][CH2:25]2)[N:17]([C:18]2[CH:23]=[CH:22][CH:21]=[CH:20][CH:19]=2)[CH2:16]1)[C:28]1[CH:33]=[CH:32][CH:31]=[CH:30][CH:29]=1, predict the reactants needed to synthesize it. The reactants are: [H-].[Na+].C(OC([N:10]1[CH2:26][CH2:25][C:13]2([N:17]([C:18]3[CH:23]=[CH:22][CH:21]=[CH:20][CH:19]=3)[CH2:16][NH:15][C:14]2=[O:24])[CH2:12][CH2:11]1)=O)(C)(C)C.[CH2:27](Br)[C:28]1[CH:33]=[CH:32][CH:31]=[CH:30][CH:29]=1.[Br:35][C:36]1[C:37](=[O:50])[N:38]([C:44]2[CH:49]=[CH:48][CH:47]=[CH:46][CH:45]=2)[N:39]([CH3:43])[C:40]=1[CH2:41]Br.C(N(C(C)C)CC)(C)C. (2) Given the product [Cl:8][C:5]1[CH:4]=[N:3][C:2]([NH:9][CH2:10][C@H:11]2[C@H:16]([CH3:17])[CH2:15][CH2:14][CH2:13][N:12]2[C:18]([C:20]2[N:21]=[C:22]([CH3:32])[S:23][C:24]=2[C:25]2[CH:26]=[CH:27][C:28]([F:31])=[CH:29][CH:30]=2)=[O:19])=[N:7][CH:6]=1, predict the reactants needed to synthesize it. The reactants are: Cl[C:2]1[N:7]=[CH:6][C:5]([Cl:8])=[CH:4][N:3]=1.[NH2:9][CH2:10][C@@H:11]1[C@H:16]([CH3:17])[CH2:15][CH2:14][CH2:13][N:12]1[C:18]([C:20]1[N:21]=[C:22]([CH3:32])[S:23][C:24]=1[C:25]1[CH:30]=[CH:29][C:28]([F:31])=[CH:27][CH:26]=1)=[O:19]. (3) Given the product [O:4]1[C:12]2[CH:11]=[CH:10][N:9]=[C:8]([N:13]3[CH2:18][CH2:17][N:16]([CH2:19][CH2:20][C@H:21]4[CH2:26][CH2:25][C@H:24]([NH:27][C:37]([C:35]5[CH:34]=[CH:33][C:32]6[O:28][CH2:29][O:30][C:31]=6[CH:36]=5)=[O:38])[CH2:23][CH2:22]4)[CH2:15][CH2:14]3)[C:7]=2[CH2:6][CH2:5]1, predict the reactants needed to synthesize it. The reactants are: Cl.Cl.Cl.[O:4]1[C:12]2[CH:11]=[CH:10][N:9]=[C:8]([N:13]3[CH2:18][CH2:17][N:16]([CH2:19][CH2:20][C@H:21]4[CH2:26][CH2:25][C@H:24]([NH2:27])[CH2:23][CH2:22]4)[CH2:15][CH2:14]3)[C:7]=2[CH2:6][CH2:5]1.[O:28]1[C:32]2[CH:33]=[CH:34][C:35]([C:37](O)=[O:38])=[CH:36][C:31]=2[O:30][CH2:29]1.